From a dataset of Forward reaction prediction with 1.9M reactions from USPTO patents (1976-2016). Predict the product of the given reaction. (1) Given the reactants [Cl:1][C:2]1[CH:7]=[CH:6][C:5]([S:8]([CH:11]([C:18]2[CH:23]=[C:22]([F:24])[CH:21]=[CH:20][C:19]=2[F:25])[CH2:12][CH2:13][CH2:14][CH2:15][CH2:16]O)(=[O:10])=[O:9])=[CH:4][CH:3]=1.C(C=P(CCCC)(CCCC)CCCC)#N, predict the reaction product. The product is: [Cl:1][C:2]1[CH:7]=[CH:6][C:5]([S:8]([C:11]2([C:18]3[CH:23]=[C:22]([F:24])[CH:21]=[CH:20][C:19]=3[F:25])[CH2:16][CH2:15][CH2:14][CH2:13][CH2:12]2)(=[O:10])=[O:9])=[CH:4][CH:3]=1. (2) Given the reactants [K:1].[CH3:2][C:3]1[CH:4]=[N:5][C:6]([CH2:12][S+:13]([O-:25])[C:14]2[NH:15][C:16]3[CH:17]=[CH:18][C:19]([O:23][CH3:24])=[CH:20][C:21]=3[N:22]=2)=[C:7]([CH3:11])[C:8]=1[O:9][CH3:10].C(Cl)Cl.C(O)(=O)C, predict the reaction product. The product is: [K:1].[CH3:24][O:23][C:19]1[CH:18]=[CH:17][C:16]2[NH:15][C:14]([S@:13]([CH2:12][C:6]3[C:7]([CH3:11])=[C:8]([O:9][CH3:10])[C:3]([CH3:2])=[CH:4][N:5]=3)=[O:25])=[N:22][C:21]=2[CH:20]=1.[CH3:2][C:3]1[CH:4]=[N:5][C:6]([CH2:12][S+:13]([O-:25])[C:14]2[NH:15][C:16]3[CH:17]=[CH:18][C:19]([O:23][CH3:24])=[CH:20][C:21]=3[N:22]=2)=[C:7]([CH3:11])[C:8]=1[O:9][CH3:10]. (3) Given the reactants [C:1]([O:5][C:6](=[O:20])[CH2:7][CH:8](P(OCC)(OCC)=O)[C:9]([OH:11])=[O:10])([CH3:4])([CH3:3])[CH3:2].CC(C)([O-])C.[K+].[C:27](O)(=O)[CH2:28][C:29]([CH2:34][C:35](O)=O)(C(O)=O)O.[OH-].[Na+].[CH2:42]1[CH2:46]O[CH2:44][CH2:43]1, predict the reaction product. The product is: [C:1]([O:5][C:6](=[O:20])[CH2:7]/[C:8](=[CH:44]\[CH2:43][CH2:42][C:46]1[CH:35]=[CH:34][CH:29]=[CH:28][CH:27]=1)/[C:9]([OH:11])=[O:10])([CH3:2])([CH3:3])[CH3:4]. (4) Given the reactants [C:1](=[O:13])([S:11][CH3:12])[O:2][CH:3]([O:5][C:6](=[O:10])[CH:7]([CH3:9])[CH3:8])C.ClC(OCCl)=O.[C:20](O)(=O)[C:21]1C=CC=C[CH:22]=1, predict the reaction product. The product is: [C:1](=[O:13])([S:11][CH3:12])[O:2][CH2:3][O:5][C:6](=[O:10])[C:7]1[CH:9]=[CH:22][CH:21]=[CH:20][CH:8]=1. (5) Given the reactants [C:1]([O:5][C:6](=[O:46])[NH:7][N:8]1[C:17](=[O:18])[C:16]2[C:11](=[C:12]([F:41])[C:13]([N:28]3[CH2:32][CH2:31][C@H:30]([NH:33][C:34]([O:36][C:37]([CH3:40])([CH3:39])[CH3:38])=[O:35])[CH2:29]3)=[C:14]([F:27])[C:15]=2[NH:19]CC2C=CC=CC=2)[N:10]([CH:42]2[CH2:44][CH2:43]2)[C:9]1=[O:45])([CH3:4])([CH3:3])[CH3:2], predict the reaction product. The product is: [C:1]([O:5][C:6](=[O:46])[NH:7][N:8]1[C:17](=[O:18])[C:16]2[C:11](=[C:12]([F:41])[C:13]([N:28]3[CH2:32][CH2:31][C@H:30]([NH:33][C:34]([O:36][C:37]([CH3:39])([CH3:40])[CH3:38])=[O:35])[CH2:29]3)=[C:14]([F:27])[C:15]=2[NH2:19])[N:10]([CH:42]2[CH2:43][CH2:44]2)[C:9]1=[O:45])([CH3:2])([CH3:3])[CH3:4]. (6) Given the reactants [Sn](Cl)Cl.Cl.[Cl:5][C:6]1[CH:7]=[CH:8][C:9]([N+:27]([O-])=O)=[C:10]([CH:26]=1)[CH2:11][N:12]1[CH:16]=[C:15]([C:17]([F:20])([F:19])[F:18])[CH:14]=[C:13]1[C:21](OCC)=[O:22], predict the reaction product. The product is: [Cl:5][C:6]1[CH:7]=[CH:8][C:9]2[NH:27][C:21](=[O:22])[C:13]3=[CH:14][C:15]([C:17]([F:20])([F:19])[F:18])=[CH:16][N:12]3[CH2:11][C:10]=2[CH:26]=1.